From a dataset of Catalyst prediction with 721,799 reactions and 888 catalyst types from USPTO. Predict which catalyst facilitates the given reaction. (1) Reactant: Cl.Cl.[Cl:3][C:4]1[CH:20]=[CH:19][C:7]([CH2:8][NH:9][C:10]([C:12]2([NH2:18])[CH2:17][CH2:16][NH:15][CH2:14][CH2:13]2)=[O:11])=[CH:6][CH:5]=1.Cl[C:22]1[N:30]=[CH:29][N:28]=[C:27]2[C:23]=1[NH:24][C:25](=[O:31])[NH:26]2.C(N(CC)CC)C. Product: [Cl:3][C:4]1[CH:5]=[CH:6][C:7]([CH2:8][NH:9][C:10]([C:12]2([NH2:18])[CH2:13][CH2:14][N:15]([C:22]3[N:30]=[CH:29][N:28]=[C:27]4[C:23]=3[NH:24][C:25](=[O:31])[NH:26]4)[CH2:16][CH2:17]2)=[O:11])=[CH:19][CH:20]=1. The catalyst class is: 51. (2) Reactant: [CH:1]1([CH:4]([OH:18])[C:5]2([C:16]#[N:17])[CH2:10][CH2:9][CH:8](SCC3CC3)[CH2:7][CH2:6]2)[CH2:3][CH2:2]1.O[O:20][S:21]([O-:23])=O.[K+].[C:25](=O)([O-])[O-].[Na+].[Na+].[CH3:31][C:32]([CH3:34])=O. Product: [CH:1]1([CH:4]([OH:18])[C:5]2([C:16]#[N:17])[CH2:10][CH2:9][CH:8]([S:21]([CH2:31][CH:32]3[CH2:34][CH2:25]3)(=[O:23])=[O:20])[CH2:7][CH2:6]2)[CH2:2][CH2:3]1. The catalyst class is: 6. (3) Reactant: [Cl:1][C:2]1[CH:3]=[CH:4][C:5]([C:8](=[O:10])[CH3:9])=[N:6][CH:7]=1.[BH4-].[Na+]. Product: [Cl:1][C:2]1[CH:3]=[CH:4][C:5]([CH:8]([OH:10])[CH3:9])=[N:6][CH:7]=1. The catalyst class is: 5. (4) The catalyst class is: 4. Reactant: [NH:1]([C:10]([O:12][CH2:13][CH2:14][C:15]1[CH:20]=[CH:19][C:18]([O:21][CH2:22][C:23]2[N:24]=[C:25]([NH:28][C:29](=[O:31])[CH3:30])[S:26][CH:27]=2)=[CH:17][CH:16]=1)=[O:11])[NH:2]C(OC(C)(C)C)=O.FC(F)(F)C(O)=O. Product: [NH:1]([C:10]([O:12][CH2:13][CH2:14][C:15]1[CH:16]=[CH:17][C:18]([O:21][CH2:22][C:23]2[N:24]=[C:25]([NH:28][C:29](=[O:31])[CH3:30])[S:26][CH:27]=2)=[CH:19][CH:20]=1)=[O:11])[NH2:2]. (5) Reactant: Cl[C:2]1[CH:7]=[CH:6][N:5]=[C:4]([S:8][CH3:9])[N:3]=1.[IH:10]. Product: [I:10][C:2]1[CH:7]=[CH:6][N:5]=[C:4]([S:8][CH3:9])[N:3]=1. The catalyst class is: 81. (6) Reactant: [CH3:1][O:2][C:3](=[O:38])[C:4]1[CH:9]=[C:8]([O:10][C:11]2[CH:16]=[CH:15][C:14]([NH2:17])=[C:13]([C:18]([CH3:26])([CH3:25])[O:19][SiH2:20][C:21]([CH3:24])([CH3:23])[CH3:22])[CH:12]=2)[CH:7]=[CH:6][C:5]=1[NH:27][S:28]([C:31]1[CH:36]=[CH:35][C:34]([CH3:37])=[CH:33][CH:32]=1)(=[O:30])=[O:29].[S:39](Cl)([C:42]1[CH:48]=[CH:47][C:45]([CH3:46])=[CH:44][CH:43]=1)(=[O:41])=[O:40].N1C=CC=CC=1. Product: [CH3:1][O:2][C:3](=[O:38])[C:4]1[CH:9]=[C:8]([O:10][C:11]2[CH:16]=[CH:15][C:14]([NH:17][S:39]([C:42]3[CH:48]=[CH:47][C:45]([CH3:46])=[CH:44][CH:43]=3)(=[O:41])=[O:40])=[C:13]([C:18]([CH3:26])([CH3:25])[O:19][SiH2:20][C:21]([CH3:22])([CH3:23])[CH3:24])[CH:12]=2)[CH:7]=[CH:6][C:5]=1[NH:27][S:28]([C:31]1[CH:32]=[CH:33][C:34]([CH3:37])=[CH:35][CH:36]=1)(=[O:30])=[O:29]. The catalyst class is: 2. (7) Reactant: [O:1]1[CH2:5][C@H:4]([OH:6])[C@@H:3]([OH:7])[CH2:2]1.[C:8]([Si:12]([CH3:15])([CH3:14])Cl)([CH3:11])([CH3:10])[CH3:9]. Product: [Si:12]([O:6][C@H:4]1[CH2:5][O:1][CH2:2][C@@H:3]1[OH:7])([C:8]([CH3:11])([CH3:10])[CH3:9])([CH3:15])[CH3:14]. The catalyst class is: 4. (8) Reactant: [Br:1][C:2]1[C:3]([CH2:10][CH2:11][C:12](OCC)=[O:13])=[CH:4][C:5]([O:8][CH3:9])=[N:6][CH:7]=1.CC(C[AlH]CC(C)C)C. Product: [Br:1][C:2]1[C:3]([CH2:10][CH2:11][CH2:12][OH:13])=[CH:4][C:5]([O:8][CH3:9])=[N:6][CH:7]=1. The catalyst class is: 1.